Dataset: Peptide-MHC class I binding affinity with 185,985 pairs from IEDB/IMGT. Task: Regression. Given a peptide amino acid sequence and an MHC pseudo amino acid sequence, predict their binding affinity value. This is MHC class I binding data. (1) The peptide sequence is TLAVFLLLI. The MHC is HLA-A02:17 with pseudo-sequence HLA-A02:17. The binding affinity (normalized) is 0.305. (2) The peptide sequence is FLKDVMESM. The MHC is HLA-B18:01 with pseudo-sequence HLA-B18:01. The binding affinity (normalized) is 0.0847. (3) The peptide sequence is LEFNSSLAI. The MHC is HLA-A24:03 with pseudo-sequence HLA-A24:03. The binding affinity (normalized) is 0.0847.